From a dataset of Peptide-MHC class I binding affinity with 185,985 pairs from IEDB/IMGT. Regression. Given a peptide amino acid sequence and an MHC pseudo amino acid sequence, predict their binding affinity value. This is MHC class I binding data. The peptide sequence is YLKDQQLL. The MHC is HLA-A02:02 with pseudo-sequence HLA-A02:02. The binding affinity (normalized) is 0.592.